Dataset: Full USPTO retrosynthesis dataset with 1.9M reactions from patents (1976-2016). Task: Predict the reactants needed to synthesize the given product. (1) Given the product [C:16]([O:15][C:13]([N:12]([CH2:20][C:21]#[CH:22])[CH2:11][C:10]([OH:23])=[O:9])=[O:14])([CH3:19])([CH3:18])[CH3:17].[CH2:7]([O:9][C:10](=[O:23])[CH2:11][N:12]([CH2:20][C:21]#[CH:22])[C:13]([O:15][C:16]([CH3:18])([CH3:19])[CH3:17])=[O:14])[CH3:8], predict the reactants needed to synthesize it. The reactants are: COC(C)(C)C.[CH2:7]([O:9][C:10](=[O:23])[CH2:11][N:12]([CH2:20][C:21]#[CH:22])[C:13]([O:15][C:16]([CH3:19])([CH3:18])[CH3:17])=[O:14])[CH3:8].P([O-])([O-])([O-])=O.[K+].[K+].[K+].O. (2) Given the product [Cl:32][CH2:31][CH2:30][N:29]([P:8]([N:4]([CH2:3][CH2:2][Cl:1])[CH2:5][CH2:6][Cl:7])([O:10][CH2:11][CH2:12][S:13]([CH2:16][C@@H:17]([C:26]([OH:28])=[O:27])[NH2:18])(=[O:14])=[O:15])=[O:9])[CH2:33][CH2:34][Cl:35], predict the reactants needed to synthesize it. The reactants are: [Cl:1][CH2:2][CH2:3][N:4]([P:8]([N:29]([CH2:33][CH2:34][Cl:35])[CH2:30][CH2:31][Cl:32])([O:10][CH2:11][CH2:12][S:13]([CH2:16][C@@H:17]([C:26]([OH:28])=[O:27])[NH:18]C(OC(C)(C)C)=O)(=[O:15])=[O:14])=[O:9])[CH2:5][CH2:6][Cl:7].Cl.C(OCC)C. (3) Given the product [F:47][C:48]1[CH:49]=[CH:50][C:51]([C:57]2[N:58]=[CH:59][CH:60]=[CH:61][N:62]=2)=[C:52]([CH:56]=1)[C:53]([NH:44][C@H:40]1[CH2:41][CH2:42][CH2:43][C@@H:39]1[NH:38][C:35]1[CH:34]=[N:33][C:32]([C:31]([F:30])([F:45])[F:46])=[CH:37][N:36]=1)=[O:54], predict the reactants needed to synthesize it. The reactants are: COC1C=CC(C)=CC=1C(N[C@H]1CCC[C@@H]1NC1C=NC(C(F)(F)F)=CN=1)=O.Cl.[F:30][C:31]([F:46])([F:45])[C:32]1[N:33]=[CH:34][C:35]([NH:38][C@H:39]2[CH2:43][CH2:42][CH2:41][C@@H:40]2[NH2:44])=[N:36][CH:37]=1.[F:47][C:48]1[CH:49]=[CH:50][C:51]([C:57]2[N:62]=[CH:61][CH:60]=[CH:59][N:58]=2)=[C:52]([CH:56]=1)[C:53](O)=[O:54].